From a dataset of Full USPTO retrosynthesis dataset with 1.9M reactions from patents (1976-2016). Predict the reactants needed to synthesize the given product. Given the product [CH3:4][C:3]1[N:14]=[C:13]([C:8]2[CH:9]=[CH:10][CH:11]=[CH:12][C:7]=2[NH2:6])[S:15][CH:2]=1, predict the reactants needed to synthesize it. The reactants are: Cl[CH2:2][C:3](=O)[CH3:4].[NH2:6][C:7]1[CH:12]=[CH:11][CH:10]=[CH:9][C:8]=1[C:13](=[S:15])[NH2:14].